From a dataset of Catalyst prediction with 721,799 reactions and 888 catalyst types from USPTO. Predict which catalyst facilitates the given reaction. (1) Reactant: [CH:1]1([N:5]2[CH2:10][CH2:9][N:8]([C:11]3[N:12]=[CH:13][C:14]4[CH2:20][CH2:19][NH:18][CH2:17][CH2:16][C:15]=4[N:21]=3)[CH2:7][CH2:6]2)[CH2:4][CH2:3][CH2:2]1.[CH:22]1([CH:28]=O)[CH2:27][CH2:26][CH2:25][CH2:24][CH2:23]1.C(O[BH-](OC(=O)C)OC(=O)C)(=O)C.[Na+].C(=O)([O-])[O-].[Na+].[Na+]. Product: [CH:1]1([N:5]2[CH2:6][CH2:7][N:8]([C:11]3[N:12]=[CH:13][C:14]4[CH2:20][CH2:19][N:18]([CH2:28][CH:22]5[CH2:27][CH2:26][CH2:25][CH2:24][CH2:23]5)[CH2:17][CH2:16][C:15]=4[N:21]=3)[CH2:9][CH2:10]2)[CH2:4][CH2:3][CH2:2]1. The catalyst class is: 699. (2) Reactant: [C:1]([C:3]1[CH:8]=[CH:7][C:6]([C:9]2[N:13]3[CH:14]=[C:15]([C:18]4[CH:38]=[CH:37][C:21]([C:22]([N:24]5[CH2:29][CH2:28][N:27](C(OC(C)(C)C)=O)[CH2:26][CH2:25]5)=[O:23])=[C:20]([O:39]C)[CH:19]=4)[CH:16]=[CH:17][C:12]3=[N:11][CH:10]=2)=[CH:5][CH:4]=1)#[N:2].B(Br)(Br)Br. Product: [OH:39][C:20]1[CH:19]=[C:18]([C:15]2[CH:16]=[CH:17][C:12]3[N:13]([C:9]([C:6]4[CH:5]=[CH:4][C:3]([C:1]#[N:2])=[CH:8][CH:7]=4)=[CH:10][N:11]=3)[CH:14]=2)[CH:38]=[CH:37][C:21]=1[C:22]([N:24]1[CH2:29][CH2:28][NH:27][CH2:26][CH2:25]1)=[O:23]. The catalyst class is: 2. (3) Reactant: [NH3:1].Cl[C:3]1[N:8]=[CH:7][N:6]=[C:5]([NH:9][C:10]2[CH:11]=[C:12]3[C:16](=[CH:17][CH:18]=2)[NH:15][CH:14]=[CH:13]3)[CH:4]=1. Product: [NH2:1][C:3]1[N:8]=[CH:7][N:6]=[C:5]([NH:9][C:10]2[CH:11]=[C:12]3[C:16](=[CH:17][CH:18]=2)[NH:15][CH:14]=[CH:13]3)[CH:4]=1. The catalyst class is: 5. (4) Reactant: [OH:1][CH:2]1[CH2:7][CH2:6][CH2:5][CH2:4][CH:3]1[NH:8][S:9]([CH:12]([CH3:14])[CH3:13])(=[O:11])=[O:10].C(N(CC)CC)C.O. Product: [CH3:14][CH:12]([S:9]([NH:8][CH:3]1[CH2:4][CH2:5][CH2:6][CH2:7][C:2]1=[O:1])(=[O:11])=[O:10])[CH3:13]. The catalyst class is: 2.